Predict the product of the given reaction. From a dataset of Forward reaction prediction with 1.9M reactions from USPTO patents (1976-2016). (1) The product is: [CH3:11][C:12]1[O:16][N:15]=[C:14]([C:17]2[NH:18][C:19]3[C:24]([C:25]=2[CH:3]=[O:4])=[CH:23][CH:22]=[CH:21][CH:20]=3)[N:13]=1. Given the reactants CN(C)[CH:3]=[O:4].P(Cl)(Cl)(Cl)=O.[CH3:11][C:12]1[O:16][N:15]=[C:14]([C:17]2[NH:18][C:19]3[C:24]([CH:25]=2)=[CH:23][CH:22]=[CH:21][CH:20]=3)[N:13]=1, predict the reaction product. (2) Given the reactants [C:1]([O:5][C:6]([N:8]1[CH2:42][CH2:41][CH2:40][C:10]2([CH2:15][N:14]([CH2:16][C:17]3[C:22]([O:23][CH3:24])=[CH:21][C:20]([O:25][CH3:26])=[CH:19][C:18]=3[O:27][CH3:28])[C:13](=[O:29])[C:12]3[CH:30]=[C:31]([C:33]4[CH:38]=[CH:37][N:36]=[C:35](Cl)[CH:34]=4)[NH:32][C:11]2=3)[CH2:9]1)=[O:7])([CH3:4])([CH3:3])[CH3:2].CC1(C)C2C(=C(P(C3C=CC=CC=3)C3C=CC=CC=3)C=CC=2)OC2C(P(C3C=CC=CC=3)C3C=CC=CC=3)=CC=CC1=2.[C:85]([NH:89][C:90]1[CH:91]=[C:92]([CH:96]=[CH:97][C:98]=1[O:99][C:100]([F:103])([F:102])[F:101])[C:93]([NH2:95])=[O:94])(=[O:88])[CH:86]=[CH2:87].C(=O)([O-])[O-].[Cs+].[Cs+], predict the reaction product. The product is: [C:85]([NH:89][C:90]1[CH:91]=[C:92]([CH:96]=[CH:97][C:98]=1[O:99][C:100]([F:101])([F:102])[F:103])[C:93]([NH:95][C:35]1[CH:34]=[C:33]([C:31]2[NH:32][C:11]3[C:10]4([CH2:40][CH2:41][CH2:42][N:8]([C:6]([O:5][C:1]([CH3:4])([CH3:2])[CH3:3])=[O:7])[CH2:9]4)[CH2:15][N:14]([CH2:16][C:17]4[C:18]([O:27][CH3:28])=[CH:19][C:20]([O:25][CH3:26])=[CH:21][C:22]=4[O:23][CH3:24])[C:13](=[O:29])[C:12]=3[CH:30]=2)[CH:38]=[CH:37][N:36]=1)=[O:94])(=[O:88])[CH:86]=[CH2:87]. (3) Given the reactants Br[C:2]1[CH:14]=[CH:13][C:12]2[C:11]3[C:6](=[CH:7][CH:8]=[CH:9][CH:10]=3)[N:5]([C:15]3[CH:20]=[CH:19][CH:18]=[CH:17][CH:16]=3)[C:4]=2[CH:3]=1.[NH:21]1[CH:25]=[CH:24][N:23]=[CH:22]1.C([O-])([O-])=O.[K+].[K+], predict the reaction product. The product is: [N:21]1([C:2]2[CH:14]=[CH:13][C:12]3[C:11]4[C:6](=[CH:7][CH:8]=[CH:9][CH:10]=4)[N:5]([C:15]4[CH:20]=[CH:19][CH:18]=[CH:17][CH:16]=4)[C:4]=3[CH:3]=2)[CH:25]=[CH:24][N:23]=[CH:22]1. (4) Given the reactants [C:1]([C:4]1[CH:27]=[CH:26][C:7]([O:8][CH2:9][C:10]2[CH:15]=[CH:14][C:13]([CH:16](O)[C:17]3[CH:18]=[C:19]([CH:22]=[CH:23][CH:24]=3)[C:20]#[N:21])=[CH:12][CH:11]=2)=[C:6]([C:28]([F:31])([F:30])[F:29])[C:5]=1[OH:32])(=[O:3])[CH3:2].[SiH](CC)(CC)CC, predict the reaction product. The product is: [C:1]([C:4]1[CH:27]=[CH:26][C:7]([O:8][CH2:9][C:10]2[CH:15]=[CH:14][C:13]([CH2:16][C:17]3[CH:18]=[C:19]([CH:22]=[CH:23][CH:24]=3)[C:20]#[N:21])=[CH:12][CH:11]=2)=[C:6]([C:28]([F:30])([F:31])[F:29])[C:5]=1[OH:32])(=[O:3])[CH3:2]. (5) Given the reactants [CH3:1][C:2]1[N:7]=[C:6]2[NH:8][N:9]=[C:10]([C:11]3[N:12]=[N:13][C:14]4[C:19]5([CH2:21][CH2:20]5)[C:18](=[O:22])[NH:17][C:15]=4[N:16]=3)[C:5]2=[CH:4][CH:3]=1.C(=O)([O-])[O-].[Cs+].[Cs+].Br[CH2:30][C:31]1[CH:36]=[CH:35][CH:34]=[C:33]([F:37])[C:32]=1[F:38].O, predict the reaction product. The product is: [F:38][C:32]1[C:33]([F:37])=[CH:34][CH:35]=[CH:36][C:31]=1[CH2:30][N:8]1[C:6]2=[N:7][C:2]([CH3:1])=[CH:3][CH:4]=[C:5]2[C:10]([C:11]2[N:12]=[N:13][C:14]3[C:19]4([CH2:21][CH2:20]4)[C:18](=[O:22])[NH:17][C:15]=3[N:16]=2)=[N:9]1. (6) Given the reactants [C:1]([O:4][C@@H:5]1[C@@H:10]([O:11][C:12](=[O:14])[CH3:13])[C@H:9]([O:15][C:16](=[O:18])[CH3:17])[C@@H:8]([O:19][CH3:20])[O:7][C@H:6]1[C:21]1[CH:26]=[CH:25][C:24]([Cl:27])=[C:23]([CH2:28][C:29]2[CH:34]=[CH:33][C:32]([O:35][CH2:36][CH:37]=O)=[CH:31][CH:30]=2)[CH:22]=1)(=[O:3])[CH3:2].N1C=CC=CC=1.C([O-])(=O)C.[Na+].Cl.[CH3:51][O:52][NH2:53], predict the reaction product. The product is: [C:1]([O:4][C@@H:5]1[C@@H:10]([O:11][C:12](=[O:14])[CH3:13])[C@H:9]([O:15][C:16](=[O:18])[CH3:17])[C@@H:8]([O:19][CH3:20])[O:7][C@H:6]1[C:21]1[CH:26]=[CH:25][C:24]([Cl:27])=[C:23]([CH2:28][C:29]2[CH:34]=[CH:33][C:32]([O:35][CH2:36][CH:37]=[N:53][O:52][CH3:51])=[CH:31][CH:30]=2)[CH:22]=1)(=[O:3])[CH3:2]. (7) The product is: [C:16]([O:15][C:14]([NH:13][C@@H:5]([CH2:6][C:7]1[CH:12]=[CH:11][CH:10]=[CH:9][CH:8]=1)[C@@H:4]([O:21][Si:22]([C:25]([CH3:28])([CH3:27])[CH3:26])([CH3:24])[CH3:23])[CH2:3][C@@H:2]([NH:1][C:47](=[O:48])[C@H:46]([C:50]([CH3:52])([CH3:51])[CH3:53])[NH:45][C:43]([O:42][CH3:41])=[O:44])[CH2:29][C:30]1[CH:31]=[CH:32][C:33]([C:36]2[S:37][CH:38]=[CH:39][N:40]=2)=[CH:34][CH:35]=1)=[O:20])([CH3:17])([CH3:18])[CH3:19]. Given the reactants [NH2:1][C@@H:2]([CH2:29][C:30]1[CH:35]=[CH:34][C:33]([C:36]2[S:37][CH:38]=[CH:39][N:40]=2)=[CH:32][CH:31]=1)[CH2:3][C@H:4]([O:21][Si:22]([C:25]([CH3:28])([CH3:27])[CH3:26])([CH3:24])[CH3:23])[C@@H:5]([NH:13][C:14](=[O:20])[O:15][C:16]([CH3:19])([CH3:18])[CH3:17])[CH2:6][C:7]1[CH:12]=[CH:11][CH:10]=[CH:9][CH:8]=1.[CH3:41][O:42][C:43]([NH:45][C@@H:46]([C:50]([CH3:53])([CH3:52])[CH3:51])[C:47](O)=[O:48])=[O:44].CCOP(ON1N=NC2C=CC=CC=2C1=O)(OCC)=O.C(N(CC)C(C)C)(C)C, predict the reaction product.